This data is from Reaction yield outcomes from USPTO patents with 853,638 reactions. The task is: Predict the reaction yield, written as a fraction of the theoretical maximum amount of product (1.0 means a 100% yield; for example, 0.34 means a 34% yield). The yield is 0.667. The reactants are [C:1]([O:5][C:6]([N:8](C1CCCCC1)CC(O)=O)=[O:7])([CH3:4])([CH3:3])[CH3:2].B.[CH2:20]1[CH2:24][O:23][CH2:22][CH2:21]1. No catalyst specified. The product is [CH:20]1([CH:21]([NH:8][C:6](=[O:7])[O:5][C:1]([CH3:2])([CH3:4])[CH3:3])[CH2:22][OH:23])[CH2:24][CH2:22][CH2:21][CH2:20][CH2:24]1.